Dataset: Catalyst prediction with 721,799 reactions and 888 catalyst types from USPTO. Task: Predict which catalyst facilitates the given reaction. (1) Reactant: [CH2:1]([C:3]1[CH:7]=[CH:6][NH:5][N:4]=1)[CH3:2].[N+:8]([O-])([O-:10])=[O:9].[K+]. Product: [CH2:1]([C:3]1[C:7]([N+:8]([O-:10])=[O:9])=[CH:6][NH:5][N:4]=1)[CH3:2]. The catalyst class is: 65. (2) Reactant: [N:1]1([CH2:6][CH2:7][N:8]2[CH:16]=[C:15]3[C:10]([CH:11]=[CH:12][C:13]([NH2:17])=[CH:14]3)=[N:9]2)[CH2:5][CH2:4][CH2:3][CH2:2]1.[O:18]([C:25]1[CH:30]=[CH:29][C:28]([N:31]=[C:32]=[O:33])=[CH:27][CH:26]=1)[C:19]1[CH:24]=[CH:23][CH:22]=[CH:21][CH:20]=1. Product: [O:18]([C:25]1[CH:26]=[CH:27][C:28]([NH:31][C:32]([NH:17][C:13]2[CH:12]=[CH:11][C:10]3[C:15](=[CH:16][N:8]([CH2:7][CH2:6][N:1]4[CH2:2][CH2:3][CH2:4][CH2:5]4)[N:9]=3)[CH:14]=2)=[O:33])=[CH:29][CH:30]=1)[C:19]1[CH:20]=[CH:21][CH:22]=[CH:23][CH:24]=1. The catalyst class is: 1. (3) Reactant: [F:1][C:2]([F:9])([F:8])[C:3](=[CH2:7])[C:4]([OH:6])=[O:5].S(=O)(=O)(O)O.[CH2:15]=[C:16]1[CH:23]2[CH2:24][CH:19]3[CH2:20][CH:21]([CH2:25][CH:17]1[CH2:18]3)[CH2:22]2.[OH-].[Na+]. Product: [F:1][C:2]([F:9])([F:8])[C:3](=[CH2:7])[C:4]([O:6][C:16]1([CH3:15])[CH:17]2[CH2:25][CH:21]3[CH2:20][CH:19]([CH2:24][CH:23]1[CH2:22]3)[CH2:18]2)=[O:5]. The catalyst class is: 11. (4) Reactant: [Cl-].[Al+3].[Cl-].[Cl-].[C:5]1(=[O:15])[O:10][C:8](=O)[C:7]2=[CH:11][CH:12]=[CH:13][CH:14]=[C:6]12.Cl. Product: [CH2:8]([C:7]1[CH:11]=[CH:12][CH:13]=[CH:14][C:6]=1[C:5]([OH:10])=[O:15])[C:6]1[CH:7]=[CH:11][CH:12]=[CH:13][CH:14]=1. The catalyst class is: 48. (5) Reactant: [CH3:1][C:2]([CH3:9])([CH3:8])[C:3](=O)[CH2:4][C:5]#[N:6].[ClH:10].[CH3:11][S:12][C:13]1[CH:14]=[C:15]([NH:19][NH2:20])[CH:16]=[CH:17][CH:18]=1. Product: [ClH:10].[C:2]([C:3]1[CH:4]=[C:5]([NH2:6])[N:19]([C:15]2[CH:16]=[CH:17][CH:18]=[C:13]([S:12][CH3:11])[CH:14]=2)[N:20]=1)([CH3:9])([CH3:8])[CH3:1]. The catalyst class is: 5.